Dataset: Forward reaction prediction with 1.9M reactions from USPTO patents (1976-2016). Task: Predict the product of the given reaction. (1) Given the reactants C([Li])CCC.CCCCCC.[Br:12][C:13]1[CH:25]=[CH:24][C:23]2[C:22]3[C:17](=[CH:18][C:19](Br)=[CH:20][CH:21]=3)[C:16]([CH2:35][CH2:36][CH2:37][CH2:38][CH2:39][CH2:40][CH2:41][CH3:42])([CH2:27][CH2:28][CH2:29][CH2:30][CH2:31][CH2:32][CH2:33][CH3:34])[C:15]=2[CH:14]=1.Cl[Si:44]([CH3:47])([CH3:46])[CH3:45], predict the reaction product. The product is: [Br:12][C:13]1[CH:25]=[CH:24][C:23]2[C:22]3[C:17](=[CH:18][C:19]([Si:44]([CH3:47])([CH3:46])[CH3:45])=[CH:20][CH:21]=3)[C:16]([CH2:35][CH2:36][CH2:37][CH2:38][CH2:39][CH2:40][CH2:41][CH3:42])([CH2:27][CH2:28][CH2:29][CH2:30][CH2:31][CH2:32][CH2:33][CH3:34])[C:15]=2[CH:14]=1. (2) Given the reactants [CH2:1]([N:4]1[C:12]2[C:11]([Cl:13])=[N:10][CH:9]=[N:8][C:7]=2[CH:6]=[CH:5]1)[CH:2]=[CH2:3].[Br:14]N1C(=O)CCC1=O, predict the reaction product. The product is: [CH2:1]([N:4]1[C:12]2[C:11]([Cl:13])=[N:10][CH:9]=[N:8][C:7]=2[C:6]([Br:14])=[CH:5]1)[CH:2]=[CH2:3]. (3) Given the reactants [CH3:1][O:2][C:3]1[CH:4]=[C:5]([C:13]2[CH:18]=[C:17]([CH2:19][N:20]3[CH2:25][CH2:24][NH:23][CH2:22][CH2:21]3)[CH:16]=[CH:15][N:14]=2)[CH:6]=[C:7]([O:11][CH3:12])[C:8]=1[O:9][CH3:10].[C:26](Cl)(=[O:35])[CH:27]=[CH:28][C:29]1[CH:34]=[CH:33][CH:32]=[CH:31][CH:30]=1, predict the reaction product. The product is: [C:26]([N:23]1[CH2:24][CH2:25][N:20]([CH2:19][C:17]2[CH:16]=[CH:15][N:14]=[C:13]([C:5]3[CH:6]=[C:7]([O:11][CH3:12])[C:8]([O:9][CH3:10])=[C:3]([O:2][CH3:1])[CH:4]=3)[CH:18]=2)[CH2:21][CH2:22]1)(=[O:35])[CH:27]=[CH:28][C:29]1[CH:34]=[CH:33][CH:32]=[CH:31][CH:30]=1. (4) The product is: [C:1]([C:5]1[CH:10]=[CH:9][C:8]([N+:11]([O-:13])=[O:12])=[CH:7][C:6]=1[CH:18]=[CH:17][CH2:16][CH2:15][OH:19])([CH3:4])([CH3:3])[CH3:2]. Given the reactants [C:1]([C:5]1[CH:10]=[CH:9][C:8]([N+:11]([O-:13])=[O:12])=[CH:7][C:6]=1Br)([CH3:4])([CH3:3])[CH3:2].[CH2:15]([OH:19])[CH2:16][CH:17]=[CH2:18], predict the reaction product. (5) Given the reactants Cl[CH:2]([CH3:5])[CH:3]=[CH2:4].[C:6]([NH:9][C:10]1[CH:15]=[CH:14][CH:13]=[CH:12][C:11]=1[OH:16])(=[O:8])[CH3:7], predict the reaction product. The product is: [CH3:5][CH:2]([O:16][C:11]1[CH:12]=[CH:13][CH:14]=[CH:15][C:10]=1[NH:9][C:6](=[O:8])[CH3:7])[CH:3]=[CH2:4].